Dataset: Catalyst prediction with 721,799 reactions and 888 catalyst types from USPTO. Task: Predict which catalyst facilitates the given reaction. Reactant: [O-:1]Cl.[Na+].[C:4]1([CH2:10][CH2:11][CH2:12]C2C=C[N+]([O-])=CC=2)[CH:9]=[CH:8][CH:7]=[CH:6][CH:5]=1.C1C2C(=CC=CC=2)C=C1. Product: [O:1]1[C@H:11]2[CH2:12][C:9]3[CH:8]=[CH:7][CH:6]=[CH:5][C:4]=3[C@@H:10]12. The catalyst class is: 34.